Dataset: Peptide-MHC class I binding affinity with 185,985 pairs from IEDB/IMGT. Task: Regression. Given a peptide amino acid sequence and an MHC pseudo amino acid sequence, predict their binding affinity value. This is MHC class I binding data. (1) The peptide sequence is DVLPFDIKYI. The MHC is HLA-A02:06 with pseudo-sequence HLA-A02:06. The binding affinity (normalized) is 0.352. (2) The peptide sequence is AQYKCVTIK. The MHC is HLA-A03:01 with pseudo-sequence HLA-A03:01. The binding affinity (normalized) is 0.745.